Dataset: Peptide-MHC class I binding affinity with 185,985 pairs from IEDB/IMGT. Task: Regression. Given a peptide amino acid sequence and an MHC pseudo amino acid sequence, predict their binding affinity value. This is MHC class I binding data. (1) The peptide sequence is KRYTTGGTSRN. The binding affinity (normalized) is 0.423. The MHC is Mamu-B03 with pseudo-sequence Mamu-B03. (2) The binding affinity (normalized) is 0.0847. The MHC is HLA-B39:01 with pseudo-sequence HLA-B39:01. The peptide sequence is VYWENEVSI. (3) The peptide sequence is KETINEEAA. The MHC is HLA-B51:01 with pseudo-sequence HLA-B51:01. The binding affinity (normalized) is 0. (4) The peptide sequence is RVVDLYIGR. The MHC is HLA-A69:01 with pseudo-sequence HLA-A69:01. The binding affinity (normalized) is 0.0847. (5) The peptide sequence is GLYPQLSAI. The MHC is HLA-A02:01 with pseudo-sequence HLA-A02:01. The binding affinity (normalized) is 0.555. (6) The peptide sequence is IEAGDEVFF. The MHC is HLA-B15:09 with pseudo-sequence HLA-B15:09. The binding affinity (normalized) is 0.0847. (7) The peptide sequence is VASEGFQYSD. The MHC is HLA-B58:01 with pseudo-sequence HLA-B58:01. The binding affinity (normalized) is 0.394. (8) The peptide sequence is ISKKAKGWF. The MHC is HLA-A33:01 with pseudo-sequence HLA-A33:01. The binding affinity (normalized) is 0. (9) The peptide sequence is ARLGKGYMF. The MHC is HLA-A03:01 with pseudo-sequence HLA-A03:01. The binding affinity (normalized) is 0.0847. (10) The peptide sequence is MYQYIFLSF. The MHC is HLA-B18:01 with pseudo-sequence HLA-B18:01. The binding affinity (normalized) is 0.770.